This data is from Forward reaction prediction with 1.9M reactions from USPTO patents (1976-2016). The task is: Predict the product of the given reaction. The product is: [NH2:25][C:13]1[N:14]=[CH:15][N:16]=[C:17]([N:18]2[CH2:23][CH2:22][CH:21]([NH:24][C:36]([NH:37][C:38]3[CH:39]=[N:40][C:41]([O:44][CH:45]4[CH2:46][CH2:47][CH2:48]4)=[CH:42][CH:43]=3)=[O:35])[CH2:20][CH2:19]2)[C:12]=1[CH:11]=[N:10][O:9][CH3:8]. Given the reactants FC(F)(F)C(O)=O.[CH3:8][O:9][N:10]=[CH:11][C:12]1[C:13]([NH2:25])=[N:14][CH:15]=[N:16][C:17]=1[N:18]1[CH2:23][CH2:22][CH:21]([NH2:24])[CH2:20][CH2:19]1.[N+](C1C=CC([O:35][C:36](=O)[NH:37][C:38]2[CH:39]=[N:40][C:41]([O:44][CH:45]3[CH2:48][CH2:47][CH2:46]3)=[CH:42][CH:43]=2)=CC=1)([O-])=O.CCN(C(C)C)C(C)C, predict the reaction product.